From a dataset of Forward reaction prediction with 1.9M reactions from USPTO patents (1976-2016). Predict the product of the given reaction. (1) The product is: [Cl:3][C:4]1[C:13]2[C:8](=[CH:9][C:10]([CH2:15][N:16]([CH3:2])[C:17]3[CH:24]=[CH:23][C:20]([C:21]#[N:22])=[CH:19][CH:18]=3)=[C:11]([CH3:14])[CH:12]=2)[N:7]=[C:6]([CH3:25])[CH:5]=1. Given the reactants I[CH3:2].[Cl:3][C:4]1[C:13]2[C:8](=[CH:9][C:10]([CH2:15][NH:16][C:17]3[CH:24]=[CH:23][C:20]([C:21]#[N:22])=[CH:19][CH:18]=3)=[C:11]([CH3:14])[CH:12]=2)[N:7]=[C:6]([CH3:25])[CH:5]=1, predict the reaction product. (2) Given the reactants [F-].C([N+](CCCC)(CCCC)CCCC)CCC.[Cl:19][C:20]1[CH:42]=[C:41]([C:43]([NH:45][CH2:46][C:47]2[CH:52]=[CH:51][CH:50]=[C:49]([O:53][Si](C(C)(C)C)(C)C)[CH:48]=2)=[O:44])[CH:40]=[C:39]([CH3:61])[C:21]=1[C:22]([NH:24][C@H:25]([C:35]([O:37][CH3:38])=[O:36])[CH2:26][NH:27][C:28]([O:30][C:31]([CH3:34])([CH3:33])[CH3:32])=[O:29])=[O:23], predict the reaction product. The product is: [Cl:19][C:20]1[CH:42]=[C:41]([C:43]([NH:45][CH2:46][C:47]2[CH:52]=[CH:51][CH:50]=[C:49]([OH:53])[CH:48]=2)=[O:44])[CH:40]=[C:39]([CH3:61])[C:21]=1[C:22]([NH:24][C@H:25]([C:35]([O:37][CH3:38])=[O:36])[CH2:26][NH:27][C:28]([O:30][C:31]([CH3:32])([CH3:34])[CH3:33])=[O:29])=[O:23]. (3) Given the reactants [CH:1]1([NH:4][C:5](=[O:45])[NH:6][C:7]2[CH:43]=[CH:42][C:10]([O:11][C:12]3[CH:17]=[CH:16][N:15]=[C:14]4[CH:18]=[C:19]([C:21]5[N:26]=[CH:25][C:24]([CH2:27][N:28]6[CH2:33][CH2:32][CH:31]([N:34]([CH3:41])[CH2:35][C:36]([O:38]CC)=[O:37])[CH2:30][CH2:29]6)=[CH:23][CH:22]=5)[S:20][C:13]=34)=[C:9]([F:44])[CH:8]=2)[CH2:3][CH2:2]1.[OH-].[Na+], predict the reaction product. The product is: [CH:1]1([NH:4][C:5](=[O:45])[NH:6][C:7]2[CH:43]=[CH:42][C:10]([O:11][C:12]3[CH:17]=[CH:16][N:15]=[C:14]4[CH:18]=[C:19]([C:21]5[N:26]=[CH:25][C:24]([CH2:27][N:28]6[CH2:29][CH2:30][CH:31]([N:34]([CH3:41])[CH2:35][C:36]([OH:38])=[O:37])[CH2:32][CH2:33]6)=[CH:23][CH:22]=5)[S:20][C:13]=34)=[C:9]([F:44])[CH:8]=2)[CH2:3][CH2:2]1. (4) The product is: [CH2:16]([O:15][C:11]1[CH:12]=[C:13]2[C:8](=[CH:9][C:10]=1[N:23]1[CH2:27][C:26](=[O:28])[NH:25][S:24]1(=[O:30])=[O:29])[NH:7][C:6]([C:4]([OH:5])=[O:3])=[CH:14]2)[C:17]1[CH:18]=[CH:19][CH:20]=[CH:21][CH:22]=1. Given the reactants C([O:3][C:4]([C:6]1[NH:7][C:8]2[C:13]([CH:14]=1)=[CH:12][C:11]([O:15][CH2:16][C:17]1[CH:22]=[CH:21][CH:20]=[CH:19][CH:18]=1)=[C:10]([N:23]1[CH2:27][C:26](=[O:28])[NH:25][S:24]1(=[O:30])=[O:29])[CH:9]=2)=[O:5])C.[OH-].[K+], predict the reaction product. (5) Given the reactants Cl.[Cl:2][C:3]1[CH:4]=[C:5]([C:10]23[CH2:15][CH:14]2[CH2:13][NH:12][CH2:11]3)[CH:6]=[CH:7][C:8]=1[Cl:9].ICC.CCN(C(C)C)[CH:22]([CH3:24])[CH3:23], predict the reaction product. The product is: [Cl:2][C:3]1[CH:4]=[C:5]([C:10]23[CH2:15][CH:14]2[CH2:13][N:12]([CH:22]([CH3:24])[CH3:23])[CH2:11]3)[CH:6]=[CH:7][C:8]=1[Cl:9]. (6) Given the reactants [CH:1]([S:14]([CH2:16][C:17]([O-:19])=O)=[O:15])([C:8]1[CH:13]=[CH:12][CH:11]=[CH:10][CH:9]=1)[C:2]1[CH:7]=[CH:6][CH:5]=[CH:4][CH:3]=1.[NH3:20], predict the reaction product. The product is: [CH:1]([S:14]([CH2:16][C:17]([NH2:20])=[O:19])=[O:15])([C:8]1[CH:13]=[CH:12][CH:11]=[CH:10][CH:9]=1)[C:2]1[CH:7]=[CH:6][CH:5]=[CH:4][CH:3]=1.